Dataset: Cav3 T-type calcium channel HTS with 100,875 compounds. Task: Binary Classification. Given a drug SMILES string, predict its activity (active/inactive) in a high-throughput screening assay against a specified biological target. The molecule is Brc1cc2C(O)(C(=O)N(c2cc1)Cc1ccccc1)CC(=O)c1c([nH]nc1C)C. The result is 0 (inactive).